From a dataset of Catalyst prediction with 721,799 reactions and 888 catalyst types from USPTO. Predict which catalyst facilitates the given reaction. (1) Reactant: [Cl:1][C:2]1[CH:8]=[C:7]([Cl:9])[C:6]([O:10][CH3:11])=[CH:5][C:3]=1[NH2:4].[H-].[Na+].Cl[C:15]1[C:20]([C:21]#[N:22])=[CH:19][N:18]=[C:17]2[CH:23]=[C:24]([CH3:26])[S:25][C:16]=12. Product: [Cl:1][C:2]1[CH:8]=[C:7]([Cl:9])[C:6]([O:10][CH3:11])=[CH:5][C:3]=1[NH:4][C:15]1[C:20]([C:21]#[N:22])=[CH:19][N:18]=[C:17]2[CH:23]=[C:24]([CH3:26])[S:25][C:16]=12. The catalyst class is: 7. (2) Reactant: [CH3:1][O:2][C:3]1[CH:4]=[C:5](I)[CH:6]=[C:7]([O:11][CH3:12])[C:8]=1[O:9][CH3:10].C([Li])CCC.[Si:19]([C:26]1[O:27][C:28]2[CH:36]=[C:35]([O:37][CH3:38])[CH:34]=[CH:33][C:29]=2[C:30]=1[CH:31]=[O:32])([C:22]([CH3:25])([CH3:24])[CH3:23])([CH3:21])[CH3:20].ClC1C(=O)C(C#N)=C(C#N)C(=O)C=1Cl. Product: [Si:19]([C:26]1[O:27][C:28]2[CH:36]=[C:35]([O:37][CH3:38])[CH:34]=[CH:33][C:29]=2[C:30]=1[C:31](=[O:32])[C:5]1[CH:4]=[C:3]([O:2][CH3:1])[C:8]([O:9][CH3:10])=[C:7]([O:11][CH3:12])[CH:6]=1)([C:22]([CH3:25])([CH3:24])[CH3:23])([CH3:20])[CH3:21]. The catalyst class is: 207. (3) Reactant: [CH:1]([Mg]Br)([CH3:3])[CH3:2].[Cl:6][C:7]1[CH:14]=[CH:13][C:10]([C:11]#[N:12])=[CH:9][CH:8]=1.CO.[BH4-].[Na+]. Product: [Cl:6][C:7]1[CH:14]=[CH:13][C:10]([CH:11]([NH2:12])[CH:1]([CH3:3])[CH3:2])=[CH:9][CH:8]=1. The catalyst class is: 1. (4) Reactant: [NH2:1][C@@H:2]([CH3:33])[CH2:3][NH:4][C:5]1[N:10]=[C:9]([C:11]2[NH:15][C:14]([CH:16]3[CH2:18][CH2:17]3)=[N:13][C:12]=2[C:19]2[C:20]([Cl:32])=[C:21]([NH:25][S:26]([CH2:29][CH2:30][CH3:31])(=[O:28])=[O:27])[CH:22]=[CH:23][CH:24]=2)[CH:8]=[CH:7][N:6]=1.C([O-])(O)=O.[Na+].Cl[C:40]([O:42][CH3:43])=[O:41]. Product: [Cl:32][C:20]1[C:21]([NH:25][S:26]([CH2:29][CH2:30][CH3:31])(=[O:28])=[O:27])=[CH:22][CH:23]=[CH:24][C:19]=1[C:12]1[N:13]=[C:14]([CH:16]2[CH2:18][CH2:17]2)[NH:15][C:11]=1[C:9]1[CH:8]=[CH:7][N:6]=[C:5]([NH:4][CH2:3][C@@H:2]([NH:1][C:40](=[O:41])[O:42][CH3:43])[CH3:33])[N:10]=1. The catalyst class is: 731.